This data is from Catalyst prediction with 721,799 reactions and 888 catalyst types from USPTO. The task is: Predict which catalyst facilitates the given reaction. (1) Reactant: [CH3:1][C:2]1[N:3]=[N:4][C:5]([C:8]#[C:9][Si](C)(C)C)=[CH:6][CH:7]=1.C(=O)([O-])[O-].[K+].[K+]. Product: [C:8]([C:5]1[N:4]=[N:3][C:2]([CH3:1])=[CH:7][CH:6]=1)#[CH:9]. The catalyst class is: 5. (2) Reactant: [CH2:1]([N:7]([CH2:17][CH2:18][CH2:19][CH2:20][CH2:21][CH3:22])[C:8]1[CH:13]=[CH:12][C:11]([N+:14]([O-])=O)=[CH:10][CH:9]=1)[CH2:2][CH2:3][CH2:4][CH2:5][CH3:6]. Product: [CH2:17]([N:7]([CH2:1][CH2:2][CH2:3][CH2:4][CH2:5][CH3:6])[C:8]1[CH:13]=[CH:12][C:11]([NH2:14])=[CH:10][CH:9]=1)[CH2:18][CH2:19][CH2:20][CH2:21][CH3:22]. The catalyst class is: 78. (3) Reactant: [O:1]1[C:5]2[CH:6]=[CH:7][C:8]([N:10]3[C:18]4[C:17]5[CH:19]=[C:20]([NH:23]C(C6C(Cl)=NC=CC=6)=O)[CH:21]=[CH:22][C:16]=5[CH2:15][CH2:14][C:13]=4[C:12]([C:33]([NH2:35])=[O:34])=[N:11]3)=[CH:9][C:4]=2[O:3][CH2:2]1.N. Product: [NH2:23][C:20]1[CH:21]=[CH:22][C:16]2[CH2:15][CH2:14][C:13]3[C:12]([C:33]([NH2:35])=[O:34])=[N:11][N:10]([C:8]4[CH:7]=[CH:6][C:5]5[O:1][CH2:2][O:3][C:4]=5[CH:9]=4)[C:18]=3[C:17]=2[CH:19]=1. The catalyst class is: 8. (4) Reactant: [CH3:1][O:2][C:3](=[O:33])[CH2:4][CH2:5][CH2:6][C:7]#[C:8][C:9]1[CH:14]=[C:13]([C:15](C)(C)[O:16][SiH2]C(C)(C)C)[CH:12]=[C:11]([C:24](C)(C)[O:25][SiH2]C(C)(C)C)[CH:10]=1.[F-].C([N+](CCCC)(CCCC)CCCC)CCC.C(OCC)(=O)C. Product: [CH3:1][O:2][C:3](=[O:33])[CH2:4][CH2:5][CH2:6][C:7]#[C:8][C:9]1[CH:10]=[C:11]([CH2:24][OH:25])[CH:12]=[C:13]([CH2:15][OH:16])[CH:14]=1. The catalyst class is: 7. (5) Reactant: [F:1][C:2]([F:13])([F:12])[O:3][C:4]1[CH:11]=[CH:10][C:7]([CH:8]=O)=[CH:6][CH:5]=1.C1(P(=[CH:33][CH:34]=[O:35])(C2C=CC=CC=2)C2C=CC=CC=2)C=CC=CC=1. Product: [F:1][C:2]([F:13])([F:12])[O:3][C:4]1[CH:11]=[CH:10][C:7](/[CH:8]=[CH:33]/[CH:34]=[O:35])=[CH:6][CH:5]=1. The catalyst class is: 11. (6) Reactant: [Cl:1][C:2]1[CH:7]=[CH:6][C:5]([CH2:8][C@H:9]([NH:27]C(=O)OC(C)(C)C)[CH2:10][CH2:11][N:12]2[CH:16]=[C:15]([C:17]3[CH:18]=[C:19]4[C:24](=[CH:25][CH:26]=3)[CH:23]=[N:22][CH:21]=[CH:20]4)[CH:14]=[N:13]2)=[CH:4][CH:3]=1.C(O)(C(F)(F)F)=O. Product: [Cl:1][C:2]1[CH:7]=[CH:6][C:5]([CH2:8][C@H:9]([NH2:27])[CH2:10][CH2:11][N:12]2[CH:16]=[C:15]([C:17]3[CH:18]=[C:19]4[C:24](=[CH:25][CH:26]=3)[CH:23]=[N:22][CH:21]=[CH:20]4)[CH:14]=[N:13]2)=[CH:4][CH:3]=1. The catalyst class is: 2. (7) Reactant: C(OC(=O)[NH:10][C:11]([CH3:22])([C:16]1[N:20]=[C:19]([CH3:21])[O:18][N:17]=1)[CH2:12][CH:13]1[CH2:15][CH2:14]1)C1C=CC=CC=1.[H][H]. Product: [CH:13]1([CH2:12][C:11]([NH2:10])([CH3:22])[C:16]2[N:20]=[C:19]([CH3:21])[O:18][N:17]=2)[CH2:15][CH2:14]1. The catalyst class is: 29. (8) Reactant: [C:1]([OH:7])(=[O:6])[CH2:2][C:3]([OH:5])=O.[CH2:8]([K])[CH3:9].[Mg+2].[Cl-].[Cl-].[F:14][C:15]1[C:16](C(O)=O)=[N:17][CH:18]=[CH:19][CH:20]=1.C(N1C=CN=C1)(N1C=CN=C1)=O. Product: [CH2:8]([O:7][C:1](=[O:6])[CH2:2][C:3]([C:16]1[C:15]([F:14])=[CH:20][CH:19]=[CH:18][N:17]=1)=[O:5])[CH3:9]. The catalyst class is: 30. (9) Reactant: [OH:1][C:2]1[CH:3]=[C:4]([CH:7]=[CH:8][CH:9]=1)[CH:5]=O.[CH3:10][NH:11][CH3:12].C(O[BH-](OC(=O)C)OC(=O)C)(=O)C.[Na+].CO. Product: [CH3:10][N:11]([CH2:5][C:4]1[CH:3]=[C:2]([OH:1])[CH:9]=[CH:8][CH:7]=1)[CH3:12]. The catalyst class is: 76.